Task: Predict the reaction yield, written as a fraction of the theoretical maximum amount of product (1.0 means a 100% yield; for example, 0.34 means a 34% yield).. Dataset: Reaction yield outcomes from USPTO patents with 853,638 reactions (1) The reactants are [C:1]([NH2:5])([CH3:4])([CH3:3])[CH3:2].S([O-])([O-])(=O)=O.[Mg+2].[CH:12](=O)[CH:13]([CH3:15])[CH3:14]. The catalyst is CCOCC. The product is [CH3:12][CH:13]([CH3:15])[CH:14]=[N:5][C:1]([CH3:4])([CH3:3])[CH3:2]. The yield is 0.580. (2) The reactants are Br[C:2]1[CH:3]=[C:4]([CH:6]=[C:7]([C:9]([F:12])([F:11])[F:10])[CH:8]=1)[NH2:5].CC1C=CC=CC=1P(C1C=CC=CC=1C)C1C=CC=CC=1C.CCN(CC)CC.[CH:42]([N:44]1[C:52](=[O:53])[C:51]2[C:46](=[CH:47][CH:48]=[CH:49][CH:50]=2)[C:45]1=[O:54])=[CH2:43]. The catalyst is C(C#N)(C)=O.CC([O-])=O.CC([O-])=O.[Pd+2]. The product is [NH2:5][C:4]1[CH:3]=[C:2](/[CH:43]=[CH:42]/[N:44]2[C:45](=[O:54])[C:46]3[C:51](=[CH:50][CH:49]=[CH:48][CH:47]=3)[C:52]2=[O:53])[CH:8]=[C:7]([C:9]([F:12])([F:11])[F:10])[CH:6]=1. The yield is 0.240. (3) The reactants are [F:1][C:2]1[C:3]([NH:16][C:17]2[CH:22]=[CH:21][C:20]([I:23])=[CH:19][C:18]=2[F:24])=[C:4]([C:9]([N:11]2[CH2:14][CH:13]([NH2:15])[CH2:12]2)=[O:10])[CH:5]=[CH:6][C:7]=1[F:8].C1CN([P+](ON2N=NC3C=CC=CC2=3)(N2CCCC2)N2CCCC2)CC1.F[P-](F)(F)(F)(F)F.C(N(CC)C(C)C)(C)C.[Br:67][CH2:68][C:69](O)=[O:70]. The catalyst is CN(C)C=O. The product is [Br:67][CH2:68][C:69]([NH:15][CH:13]1[CH2:14][N:11]([C:9]([C:4]2[CH:5]=[CH:6][C:7]([F:8])=[C:2]([F:1])[C:3]=2[NH:16][C:17]2[CH:22]=[CH:21][C:20]([I:23])=[CH:19][C:18]=2[F:24])=[O:10])[CH2:12]1)=[O:70]. The yield is 0.820. (4) The reactants are C([N:3]([CH2:6][CH3:7])[CH2:4]C)C.C1C=CC([O:14]P(OC2C=CC=CC=2)(N=[N+]=[N-])=O)=CC=1.[Cl:27][C:28]1[CH:33]=[CH:32][C:31]([S:34]([CH:37]([C:44]2[CH:49]=[C:48]([F:50])[CH:47]=[CH:46][C:45]=2[F:51])[CH2:38]CCC(O)=O)(=[O:36])=[O:35])=[CH:30][CH:29]=1.[I:52][CH2:53][CH2:54][OH:55]. The catalyst is C(OCC)(=O)C.C(OCC)(=O)C.CCCCCC.CCCCCC.C1(C)C=CC=CC=1. The product is [Cl:27][C:28]1[CH:33]=[CH:32][C:31]([S:34]([CH:37]([C:44]2[CH:49]=[C:48]([F:50])[CH:47]=[CH:46][C:45]=2[F:51])[CH2:38][CH2:7][CH2:6][NH:3][C:4](=[O:14])[O:55][CH2:54][CH2:53][I:52])(=[O:36])=[O:35])=[CH:30][CH:29]=1. The yield is 0.520. (5) The reactants are COC1C=C(OC)C=CC=1C[N:6]([C:29]1[CH:34]=[CH:33][N:32]=[CH:31][N:30]=1)[S:7]([C:10]1[CH:15]=[CH:14][C:13]([O:16][C@H:17]2[CH2:21][CH2:20][CH2:19][C@@H:18]2[C:22]2[N:26]([CH3:27])[N:25]=[CH:24][CH:23]=2)=[C:12]([CH3:28])[CH:11]=1)(=[O:9])=[O:8].C([SiH](CC)CC)C.FC(F)(F)C(O)=O. The catalyst is ClCCl. The product is [CH3:28][C:12]1[CH:11]=[C:10]([S:7]([NH:6][C:29]2[CH:34]=[CH:33][N:32]=[CH:31][N:30]=2)(=[O:8])=[O:9])[CH:15]=[CH:14][C:13]=1[O:16][C@H:17]1[CH2:21][CH2:20][CH2:19][C@@H:18]1[C:22]1[N:26]([CH3:27])[N:25]=[CH:24][CH:23]=1. The yield is 0.680. (6) The reactants are [CH:1]1([C@H:7]2[CH2:12][C@H:11]([C:13](=[O:20])[CH2:14][C:15](OCC)=[O:16])[CH2:10][CH2:9][N:8]2[C:21]([O:23][CH3:24])=[O:22])[CH2:6][CH2:5][CH2:4][CH2:3][CH2:2]1.[OH-].[Na+].[NH2:27]O.Cl. The catalyst is CO.O. The product is [CH:1]1([C@H:7]2[CH2:12][C@H:11]([C:13]3[O:20][NH:27][C:15](=[O:16])[CH:14]=3)[CH2:10][CH2:9][N:8]2[C:21]([O:23][CH3:24])=[O:22])[CH2:6][CH2:5][CH2:4][CH2:3][CH2:2]1. The yield is 0.530. (7) The reactants are [Si:1]([O:8][CH2:9][C@@H:10]1[C@H:14]2[O:15][C:16]([CH3:19])([CH3:18])[O:17][C@H:13]2[C@H:12]([NH:20][C:21]2[CH:26]=[C:25](I)[N:24]=[CH:23][N:22]=2)[CH2:11]1)([C:4]([CH3:7])([CH3:6])[CH3:5])([CH3:3])[CH3:2].CCN(CC)CC.[C:35]1([C:41]#[CH:42])[CH:40]=[CH:39][CH:38]=[CH:37][CH:36]=1. The catalyst is CN(C=O)C.[Cu]I.Cl[Pd](Cl)([P](C1C=CC=CC=1)(C1C=CC=CC=1)C1C=CC=CC=1)[P](C1C=CC=CC=1)(C1C=CC=CC=1)C1C=CC=CC=1. The product is [Si:1]([O:8][CH2:9][C@@H:10]1[C@H:14]2[O:15][C:16]([CH3:19])([CH3:18])[O:17][C@H:13]2[C@H:12]([NH:20][C:21]2[CH:26]=[C:25]([C:42]#[C:41][C:35]3[CH:40]=[CH:39][CH:38]=[CH:37][CH:36]=3)[N:24]=[CH:23][N:22]=2)[CH2:11]1)([C:4]([CH3:7])([CH3:6])[CH3:5])([CH3:3])[CH3:2]. The yield is 0.840. (8) The reactants are Cl[C:2]1[CH:3]=[CH:4][C:5]([N+:8]([O-:10])=[O:9])=[N:6][CH:7]=1.[CH3:11][S-:12].[Na+]. The catalyst is CO. The product is [CH3:11][S:12][C:2]1[CH:3]=[CH:4][C:5]([N+:8]([O-:10])=[O:9])=[N:6][CH:7]=1. The yield is 0.660. (9) The reactants are [F:1][C:2]1[CH:7]=[C:6]([OH:8])[CH:5]=[C:4]([F:9])[C:3]=1[C:10]1[N:15]=[C:14]([C:16]([O:18][CH3:19])=[O:17])[CH:13]=[CH:12][C:11]=1[F:20].C(=O)([O-])[O-].[K+].[K+].Br[CH2:28][CH2:29][O:30][Si:31]([C:34]([CH3:37])([CH3:36])[CH3:35])([CH3:33])[CH3:32]. The catalyst is CN(C=O)C.O. The product is [Si:31]([O:30][CH2:29][CH2:28][O:8][C:6]1[CH:5]=[C:4]([F:9])[C:3]([C:10]2[N:15]=[C:14]([C:16]([O:18][CH3:19])=[O:17])[CH:13]=[CH:12][C:11]=2[F:20])=[C:2]([F:1])[CH:7]=1)([C:34]([CH3:37])([CH3:36])[CH3:35])([CH3:33])[CH3:32]. The yield is 0.740.